From a dataset of Peptide-MHC class I binding affinity with 185,985 pairs from IEDB/IMGT. Regression. Given a peptide amino acid sequence and an MHC pseudo amino acid sequence, predict their binding affinity value. This is MHC class I binding data. (1) The peptide sequence is WPWNAREDV. The MHC is HLA-B40:01 with pseudo-sequence HLA-B40:01. The binding affinity (normalized) is 0.0847. (2) The peptide sequence is SLASIGTSF. The MHC is HLA-A01:01 with pseudo-sequence HLA-A01:01. The binding affinity (normalized) is 0.0847. (3) The peptide sequence is VPSLQYLAL. The MHC is Mamu-A2201 with pseudo-sequence Mamu-A2201. The binding affinity (normalized) is 0.546. (4) The peptide sequence is TTILGLLPM. The MHC is HLA-B18:01 with pseudo-sequence HLA-B18:01. The binding affinity (normalized) is 0.770. (5) The peptide sequence is ESLFRAVITK. The MHC is HLA-A11:01 with pseudo-sequence HLA-A11:01. The binding affinity (normalized) is 0.348. (6) The peptide sequence is RRAAVSTLE. The MHC is HLA-A25:01 with pseudo-sequence HLA-A25:01. The binding affinity (normalized) is 0.0847. (7) The peptide sequence is QENEIYTYF. The MHC is HLA-B18:01 with pseudo-sequence HLA-B18:01. The binding affinity (normalized) is 0.938.